Dataset: Forward reaction prediction with 1.9M reactions from USPTO patents (1976-2016). Task: Predict the product of the given reaction. (1) Given the reactants [CH2:1]([CH:5]([CH2:11][C:12]1[CH:17]=[CH:16][C:15]([O:18][CH2:19][CH2:20][NH:21][C:22]([C:24]2[CH:29]=[CH:28][C:27]([C:30]3[CH:35]=[CH:34][CH:33]=[C:32]([OH:36])[CH:31]=3)=[CH:26][CH:25]=2)=[O:23])=[CH:14][CH:13]=1)[C:6]([O:8]CC)=[O:7])[CH2:2][CH2:3][CH3:4].[OH-].[Na+], predict the reaction product. The product is: [CH2:1]([CH:5]([CH2:11][C:12]1[CH:13]=[CH:14][C:15]([O:18][CH2:19][CH2:20][NH:21][C:22]([C:24]2[CH:25]=[CH:26][C:27]([C:30]3[CH:35]=[CH:34][CH:33]=[C:32]([OH:36])[CH:31]=3)=[CH:28][CH:29]=2)=[O:23])=[CH:16][CH:17]=1)[C:6]([OH:8])=[O:7])[CH2:2][CH2:3][CH3:4]. (2) Given the reactants COC[O:4][C:5]1[C:13]2[CH:12]=[C:11]([C:14]3[O:18][C:17]([S:19][CH3:20])=[N:16][N:15]=3)[O:10][C:9]=2[CH:8]=[CH:7][CH:6]=1.Cl, predict the reaction product. The product is: [OH:4][C:5]1[C:13]2[CH:12]=[C:11]([C:14]3[O:18][C:17]([S:19][CH3:20])=[N:16][N:15]=3)[O:10][C:9]=2[CH:8]=[CH:7][CH:6]=1. (3) Given the reactants [Cl:1][C:2]1[CH:7]=[C:6]([O:8][C:9]2[C:18]3[C:13](=[CH:14][C:15]([OH:21])=[C:16]([O:19][CH3:20])[CH:17]=3)[N:12]=[CH:11][N:10]=2)[CH:5]=[CH:4][C:3]=1[NH:22][C:23](=[O:29])[N:24]([CH2:27][CH3:28])[CH2:25][CH3:26].C(=O)([O-])[O-].[K+].[K+].CC1C=CC(S(O[CH2:47][CH2:48][N:49]2[CH:53]=[CH:52][N:51]=[N:50]2)(=O)=O)=CC=1.ClC(Cl)(OC(=O)OC(Cl)(Cl)Cl)Cl.C(NCC)C.C(=O)([O-])O.[Na+], predict the reaction product. The product is: [Cl:1][C:2]1[CH:7]=[C:6]([O:8][C:9]2[C:18]3[C:13](=[CH:14][C:15]([O:21][CH2:47][CH2:48][N:49]4[CH:53]=[CH:52][N:51]=[N:50]4)=[C:16]([O:19][CH3:20])[CH:17]=3)[N:12]=[CH:11][N:10]=2)[CH:5]=[CH:4][C:3]=1[NH:22][C:23](=[O:29])[N:24]([CH2:27][CH3:28])[CH2:25][CH3:26]. (4) The product is: [C:13]([C:12]1[C:11]([C:15]2[CH:20]=[CH:19][C:18]([Cl:21])=[CH:17][C:16]=2[Cl:22])=[C:10]([C:23]2[NH:27][CH:26]=[N:25][CH:24]=2)[S:9][C:8]=1[C:6]1[CH:5]=[CH:4][N:3]=[C:2]([NH:1][C:37](=[O:39])[CH3:38])[CH:7]=1)#[N:14]. Given the reactants [NH2:1][C:2]1[CH:7]=[C:6]([C:8]2[S:9][C:10]([C:23]3[NH:27][CH:26]=[N:25][CH:24]=3)=[C:11]([C:15]3[CH:20]=[CH:19][C:18]([Cl:21])=[CH:17][C:16]=3[Cl:22])[C:12]=2[C:13]#[N:14])[CH:5]=[CH:4][N:3]=1.N1C=CC=CC=1.C(Cl)Cl.[C:37](OC(=O)C)(=[O:39])[CH3:38].CO.C(=O)(O)[O-].[Na+], predict the reaction product. (5) Given the reactants [NH2:1][C:2]([NH:4][C:5]1[C:6]([C:24]([NH2:26])=[O:25])=[N:7][N:8]([C:10]2[CH:15]=[CH:14][C:13]([C:16]3[CH:21]=[CH:20][CH:19]=[CH:18][C:17]=3[OH:22])=[CH:12][C:11]=2[F:23])[CH:9]=1)=[O:3].C(=O)([O-])[O-].[K+].[K+].Br[CH2:34][C:35]#[N:36], predict the reaction product. The product is: [NH2:1][C:2]([NH:4][C:5]1[C:6]([C:24]([NH2:26])=[O:25])=[N:7][N:8]([C:10]2[CH:15]=[CH:14][C:13]([C:16]3[CH:21]=[CH:20][CH:19]=[CH:18][C:17]=3[O:22][CH2:34][C:35]#[N:36])=[CH:12][C:11]=2[F:23])[CH:9]=1)=[O:3]. (6) Given the reactants [C:1]([Si:5]([CH3:35])([CH3:34])[O:6][C@@H:7]1[CH2:29][CH2:28][C@@:27]2([CH3:30])[CH:9]([CH2:10][C@@H:11]([OH:33])[C@@H:12]3[C@@H:26]2[CH2:25][C@H:24]([OH:31])[C@@:23]2([CH3:32])[C@H:13]3[CH2:14][CH2:15][C@@H:16]2[C@H:17]([CH3:22])[CH2:18][CH2:19][CH2:20][OH:21])[CH2:8]1)([CH3:4])([CH3:3])[CH3:2].[H-].[Na+].[H-].[CH3:39]I, predict the reaction product. The product is: [C:1]([Si:5]([CH3:35])([CH3:34])[O:6][C@@H:7]1[CH2:29][CH2:28][C@@:27]2([CH3:30])[CH:9]([CH2:10][C@@H:11]([OH:33])[C@@H:12]3[C@@H:26]2[CH2:25][C@H:24]([OH:31])[C@@:23]2([CH3:32])[C@H:13]3[CH2:14][CH2:15][C@@H:16]2[C@H:17]([CH3:22])[CH2:18][CH2:19][CH2:20][O:21][CH3:39])[CH2:8]1)([CH3:3])([CH3:4])[CH3:2]. (7) Given the reactants [Cl:1][C:2]1[CH:19]=[C:18]([O:20][CH2:21][CH2:22][CH2:23][CH2:24][CH3:25])[CH:17]=[CH:16][C:3]=1[CH2:4][N:5]1[C:9]2[CH:10]=[C:11]([OH:14])[CH:12]=[CH:13][C:8]=2[N:7]=[C:6]1[CH3:15].Br[CH2:27][CH2:28][CH2:29][CH2:30][C:31]([O:33][CH2:34][CH3:35])=[O:32], predict the reaction product. The product is: [Cl:1][C:2]1[CH:19]=[C:18]([O:20][CH2:21][CH2:22][CH2:23][CH2:24][CH3:25])[CH:17]=[CH:16][C:3]=1[CH2:4][N:5]1[C:9]2[CH:10]=[C:11]([O:14][CH2:27][CH2:28][CH2:29][CH2:30][C:31]([O:33][CH2:34][CH3:35])=[O:32])[CH:12]=[CH:13][C:8]=2[N:7]=[C:6]1[CH3:15].